Dataset: Experimentally validated miRNA-target interactions with 360,000+ pairs, plus equal number of negative samples. Task: Binary Classification. Given a miRNA mature sequence and a target amino acid sequence, predict their likelihood of interaction. (1) The miRNA is hsa-miR-765 with sequence UGGAGGAGAAGGAAGGUGAUG. The protein sequence of the target gene is MDADDSRAPKGSLRKFLEHLSGAGKAIGVLTSGGDAQGMNAAVRAVVRMGIYVGAKVYFIYEGYQGMVDGGSNIAEADWESVSSILQVGGTIIGSARCQAFRTREGRLKAACNLLQRGITNLCVIGGDGSLTGANLFRKEWSGLLEELARNGQIDKEAVQKYAYLNVVGMVGSIDNDFCGTDMTIGTDSALHRIIEVVDAIMTTAQSHQRTFVLEVMGRHCGYLALVSALACGADWVFLPESPPEEGWEEQMCVKLSENRARKKRLNIIIVAEGAIDTQNKPITSEKIKELVVTQLGYDT.... Result: 0 (no interaction). (2) The miRNA is hsa-miR-6780a-3p with sequence CUCCUCUGUUUUCUUUCCUAG. The protein sequence of the target gene is MSVLDALWEDRDVRFDLSAQQMKTRPGEVLIDCLDSIEDTKGNNGDRGRLLVTNLRILWHSLALSRVNVSVGYNCILNITTRTANSKLRGQTEALYILTKCNSTRFEFIFTNLVPGSPRLFTSVMAVHRAYETSKMYRDFKLRSALIQNKQLRLLPQEHVYDKINGVWNLSSDQGNLGTFFITNVRIVWHANMNDSFNVSIPYLQIRSIKIRDSKFGLALVIESSQQSGGYVLGFKIDPVEKLQESVKEINSLHKVYSASPIFGVDYEMEEKPQPLEALTVEQIQDDVEIDSDGHTDAFV.... Result: 0 (no interaction).